This data is from Forward reaction prediction with 1.9M reactions from USPTO patents (1976-2016). The task is: Predict the product of the given reaction. Given the reactants [CH2:1]([O:3][C:4]([C:6]1[N:7]([CH2:18][C:19]2[C:28]3[C:23](=[CH:24][CH:25]=[CH:26][CH:27]=3)[CH:22]=[CH:21][CH:20]=2)[C:8]2[C:13]([C:14]=1[CH:15]=O)=[CH:12][C:11]([F:17])=[CH:10][CH:9]=2)=[O:5])[CH3:2].[CH3:29][NH:30][CH3:31], predict the reaction product. The product is: [CH2:1]([O:3][C:4]([C:6]1[N:7]([CH2:18][C:19]2[C:28]3[C:23](=[CH:24][CH:25]=[CH:26][CH:27]=3)[CH:22]=[CH:21][CH:20]=2)[C:8]2[C:13]([C:14]=1[CH2:15][N:30]([CH3:31])[CH3:29])=[CH:12][C:11]([F:17])=[CH:10][CH:9]=2)=[O:5])[CH3:2].